This data is from Forward reaction prediction with 1.9M reactions from USPTO patents (1976-2016). The task is: Predict the product of the given reaction. (1) Given the reactants COCCN(S(F)(F)[F:11])CCOC.[C:14]([O:18][C:19]([N:21]1[CH2:26][CH2:25][CH:24](O)[CH2:23][CH2:22]1)=[O:20])([CH3:17])([CH3:16])[CH3:15], predict the reaction product. The product is: [C:14]([O:18][C:19]([N:21]1[CH2:26][CH2:25][CH:24]([F:11])[CH2:23][CH2:22]1)=[O:20])([CH3:17])([CH3:16])[CH3:15]. (2) Given the reactants [N+](C1C=CC([O:10][C:11]([N:13]2[CH2:19][CH2:18][CH2:17][C:16]([CH3:21])([CH3:20])[C:15]3[CH:22]=[CH:23][C:24]([N+:26]([O-:28])=[O:27])=[CH:25][C:14]2=3)=O)=CC=1)([O-])=O.[NH:29]1[CH2:33][CH2:32][CH2:31][CH2:30]1, predict the reaction product. The product is: [CH3:21][C:16]1([CH3:20])[CH2:17][CH2:18][CH2:19][N:13]([C:11]([N:29]2[CH2:33][CH2:32][CH2:31][CH2:30]2)=[O:10])[C:14]2[CH:25]=[C:24]([N+:26]([O-:28])=[O:27])[CH:23]=[CH:22][C:15]1=2. (3) Given the reactants [F:1][C:2]1[CH:3]=[C:4]([CH:7]=[CH:8][C:9]=1F)[CH:5]=[O:6].[Cl:11][C:12]1[CH:19]=[C:18]([OH:20])[CH:17]=[CH:16][C:13]=1[C:14]#[N:15], predict the reaction product. The product is: [Cl:11][C:12]1[CH:19]=[C:18]([O:20][C:9]2[CH:8]=[CH:7][C:4]([CH:5]=[O:6])=[CH:3][C:2]=2[F:1])[CH:17]=[CH:16][C:13]=1[C:14]#[N:15]. (4) Given the reactants [NH2:1][C:2]1[CH:7]=[CH:6][C:5]([N:8]2[CH2:14][CH2:13][CH2:12][N:11](C(OC(C)(C)C)=O)[CH2:10][CH2:9]2)=[CH:4][C:3]=1[NH:22][S:23]([C:26]1[CH:31]=[CH:30][CH:29]=[CH:28][CH:27]=1)(=[O:25])=[O:24].[C:32]1([S:42]([Cl:45])(=[O:44])=[O:43])[C:41]2[C:36](=[CH:37][CH:38]=[CH:39][CH:40]=2)[CH:35]=[CH:34][CH:33]=1, predict the reaction product. The product is: [ClH:45].[N:8]1([C:5]2[CH:6]=[CH:7][C:2]([NH:1][S:42]([C:32]3[C:41]4[C:36](=[CH:37][CH:38]=[CH:39][CH:40]=4)[CH:35]=[CH:34][CH:33]=3)(=[O:44])=[O:43])=[C:3]([NH:22][S:23]([C:26]3[CH:31]=[CH:30][CH:29]=[CH:28][CH:27]=3)(=[O:24])=[O:25])[CH:4]=2)[CH2:14][CH2:13][CH2:12][NH:11][CH2:10][CH2:9]1. (5) Given the reactants [CH2:1]([N:4]1[C:12]2[C:7](=[CH:8][CH:9]=[CH:10][C:11]=2[CH3:13])[C:6]([C:14]2[CH:19]=[CH:18][C:17]([O:20]C)=[CH:16][CH:15]=2)=[N:5]1)[CH:2]=[CH2:3].B(Br)(Br)Br.C1CCCCC=1, predict the reaction product. The product is: [CH2:1]([N:4]1[C:12]2[C:7](=[CH:8][CH:9]=[CH:10][C:11]=2[CH3:13])[C:6]([C:14]2[CH:15]=[CH:16][C:17]([OH:20])=[CH:18][CH:19]=2)=[N:5]1)[CH:2]=[CH2:3]. (6) Given the reactants [CH2:1]([C:5]1[N:6]([CH2:14][C:15]2[CH:20]=[CH:19][C:18]([C:21]3[CH:26]=[CH:25][CH:24]=[CH:23][C:22]=3[C:27]3[N:31](C(C4C=CC=CC=4)(C4C=CC=CC=4)C4C=CC=CC=4)[N:30]=[N:29][N:28]=3)=[CH:17][CH:16]=2)[C:7]([C:11](O)=[O:12])=[C:8]([Cl:10])[N:9]=1)[CH2:2][CH2:3][CH3:4].[CH2:51]1[O:55][C@@H:54]2[C@H:56]([O:59][N+:60]([O-:62])=[O:61])[CH2:57][O:58][C@@H:53]2[C@H:52]1[OH:63].Cl.C(N=C=NCCCN(C)C)C.ON1C2C=CC=CC=2N=N1.CN1CCOCC1, predict the reaction product. The product is: [CH2:1]([C:5]1[N:6]([CH2:14][C:15]2[CH:20]=[CH:19][C:18]([C:21]3[CH:26]=[CH:25][CH:24]=[CH:23][C:22]=3[C:27]3[NH:31][N:30]=[N:29][N:28]=3)=[CH:17][CH:16]=2)[C:7]([C:11]([O:63][C@H:52]2[CH2:51][O:55][C@@H:54]3[C@H:56]([O:59][N+:60]([O-:62])=[O:61])[CH2:57][O:58][C@H:53]23)=[O:12])=[C:8]([Cl:10])[N:9]=1)[CH2:2][CH2:3][CH3:4]. (7) The product is: [NH:17]([C:11](=[O:12])[CH2:10][CH2:9][N:8]([CH3:15])[C:6](=[O:7])[O:5][C:1]([CH3:4])([CH3:3])[CH3:2])[NH2:18]. Given the reactants [C:1]([O:5][C:6]([N:8]([CH3:15])[CH2:9][CH2:10][C:11](OC)=[O:12])=[O:7])([CH3:4])([CH3:3])[CH3:2].O.[NH2:17][NH2:18], predict the reaction product.